From a dataset of Forward reaction prediction with 1.9M reactions from USPTO patents (1976-2016). Predict the product of the given reaction. (1) Given the reactants Br[CH2:2][C:3](=O)[CH2:4][C@@H:5]1[CH2:10][CH2:9][CH2:8][CH2:7][N:6]1C(OC(C)(C)C)=O.[F:19][C:20]([F:31])([F:30])[CH2:21][O:22][C:23]1[C:24]([NH2:29])=[N:25][CH:26]=[CH:27][CH:28]=1, predict the reaction product. The product is: [NH:6]1[CH2:7][CH2:8][CH2:9][CH2:10][C@H:5]1[CH2:4][C:3]1[N:29]=[C:24]2[C:23]([O:22][CH2:21][C:20]([F:30])([F:19])[F:31])=[CH:28][CH:27]=[CH:26][N:25]2[CH:2]=1. (2) Given the reactants Br[C:2]1[CH:3]=[C:4]([N+:13]([O-])=O)[C:5]([OH:12])=[C:6]([CH:11]=1)[C:7]([O:9][CH3:10])=[O:8].C([O-])(=O)C.[Na+].[H][H], predict the reaction product. The product is: [NH2:13][C:4]1[C:5]([OH:12])=[C:6]([CH:11]=[CH:2][CH:3]=1)[C:7]([O:9][CH3:10])=[O:8].